The task is: Predict the product of the given reaction.. This data is from Forward reaction prediction with 1.9M reactions from USPTO patents (1976-2016). (1) Given the reactants Br[C:2]1[CH:28]=[CH:27][C:5]([O:6][CH:7]2[CH2:11][CH2:10][N:9]([CH:12]3[CH2:17][CH2:16][N:15]([C:18]4[S:22][N:21]=[C:20]([CH:23]([CH3:25])[CH3:24])[N:19]=4)[CH2:14][CH2:13]3)[C:8]2=[O:26])=[C:4]([F:29])[CH:3]=1.CC1(C)C2C=CC=C(P(C3C=CC=CC=3)C3C=CC=CC=3)C=2OC2C1=CC=CC=2P(C1C=CC=CC=1)C1C=CC=CC=1.C(N(C(C)C)C(C)C)C.[SH:81][CH2:82][CH2:83][C:84]([O:86][CH3:87])=[O:85], predict the reaction product. The product is: [F:29][C:4]1[CH:3]=[C:2]([S:81][CH2:82][CH2:83][C:84]([O:86][CH3:87])=[O:85])[CH:28]=[CH:27][C:5]=1[O:6][CH:7]1[CH2:11][CH2:10][N:9]([CH:12]2[CH2:17][CH2:16][N:15]([C:18]3[S:22][N:21]=[C:20]([CH:23]([CH3:25])[CH3:24])[N:19]=3)[CH2:14][CH2:13]2)[C:8]1=[O:26]. (2) Given the reactants [Cl:1][C:2]1[CH:7]=[CH:6][N:5]=[CH:4][C:3]=1[NH:8][C:9](=[O:19])[C:10]1[CH:15]=[CH:14][CH:13]=[CH:12][C:11]=1[N+:16]([O-])=O.O.[Sn](Cl)(Cl)(Cl)Cl, predict the reaction product. The product is: [ClH:1].[NH2:16][C:11]1[CH:12]=[CH:13][CH:14]=[CH:15][C:10]=1[C:9]([NH:8][C:3]1[CH:4]=[N:5][CH:6]=[CH:7][C:2]=1[Cl:1])=[O:19]. (3) Given the reactants [CH:1]1([C:6]2[S:15][C:14]3[NH:13][C:12]4[CH:16]=[CH:17][CH:18]=[CH:19][C:11]=4[NH:10][C:9](=S)[C:8]=3[N:7]=2)[CH2:5][CH2:4][CH2:3][CH2:2]1.O(C)S(C(F)(F)F)(=O)=O.[CH3:30][O:31][CH2:32][CH2:33][C@H:34]1[CH2:39][NH:38][CH2:37][CH2:36][NH:35]1.N1C=CC=CC=1, predict the reaction product. The product is: [CH3:30][O:31][CH2:32][CH2:33][C@@H:34]1[NH:35][CH2:36][CH2:37][N:38]([C:9]2[C:8]3[N:7]=[C:6]([CH:1]4[CH2:5][CH2:4][CH2:3][CH2:2]4)[S:15][C:14]=3[NH:13][C:12]3[CH:16]=[CH:17][CH:18]=[CH:19][C:11]=3[N:10]=2)[CH2:39]1. (4) Given the reactants [CH3:1][C:2]([N:6]1[CH2:11][CH2:10][N:9]([CH3:12])[CH2:8][CH2:7]1)([CH3:5])[CH:3]=O.N1CCCC1.[Si](Cl)(C)(C)C.[NH2:23][C:24]1[N:29]=[CH:28][N:27]=[C:26]2[N:30]([CH2:47][C@@H:48]3[CH2:52][CH2:51][CH2:50][N:49]3[C:53](=[O:57])[CH2:54][C:55]#[N:56])[N:31]=[C:32]([C:33]3[CH:38]=[CH:37][C:36]([O:39][C:40]4[CH:45]=[CH:44][CH:43]=[CH:42][CH:41]=4)=[CH:35][C:34]=3[F:46])[C:25]=12, predict the reaction product. The product is: [NH2:23][C:24]1[N:29]=[CH:28][N:27]=[C:26]2[N:30]([CH2:47][C@@H:48]3[CH2:52][CH2:51][CH2:50][N:49]3[C:53]([C:54](=[CH:3][C:2]([CH3:5])([N:6]3[CH2:11][CH2:10][N:9]([CH3:12])[CH2:8][CH2:7]3)[CH3:1])[C:55]#[N:56])=[O:57])[N:31]=[C:32]([C:33]3[CH:38]=[CH:37][C:36]([O:39][C:40]4[CH:41]=[CH:42][CH:43]=[CH:44][CH:45]=4)=[CH:35][C:34]=3[F:46])[C:25]=12. (5) Given the reactants I[C:2]1[CH:33]=[CH:32][C:5]([C:6]([N:8]2[C:14]3[CH:15]=[CH:16][CH:17]=[CH:18][C:13]=3[CH2:12][N:11]3[C:19]([C:22]([NH:24][CH2:25][C:26]4[CH:27]=[N:28][CH:29]=[CH:30][CH:31]=4)=[O:23])=[CH:20][CH:21]=[C:10]3[CH2:9]2)=[O:7])=[CH:4][C:3]=1[CH3:34].[CH3:35][O:36][C:37]1[CH:42]=[CH:41][CH:40]=[CH:39][C:38]=1B(O)O.C(=O)([O-])[O-].[Na+].[Na+], predict the reaction product. The product is: [CH3:35][O:36][C:37]1[CH:42]=[CH:41][CH:40]=[CH:39][C:38]=1[C:2]1[CH:33]=[CH:32][C:5]([C:6]([N:8]2[C:14]3[CH:15]=[CH:16][CH:17]=[CH:18][C:13]=3[CH2:12][N:11]3[C:19]([C:22]([NH:24][CH2:25][C:26]4[CH:27]=[N:28][CH:29]=[CH:30][CH:31]=4)=[O:23])=[CH:20][CH:21]=[C:10]3[CH2:9]2)=[O:7])=[CH:4][C:3]=1[CH3:34]. (6) Given the reactants C1(S(CC2C(C(OCC)=O)=C(O)C([C:23]3[CH:27]=[CH:26][O:25][CH:24]=3)=CC=2)(=O)=O)C=CC=CC=1.Br[C:29]1[C:30]([O:50][CH3:51])=[C:31]([C:36]([CH2:39][S:40]([C:43]2[CH:48]=[CH:47][CH:46]=[C:45]([OH:49])[CH:44]=2)(=[O:42])=[O:41])=[CH:37][CH:38]=1)[C:32]([O:34][CH3:35])=[O:33], predict the reaction product. The product is: [O:25]1[CH:26]=[CH:27][C:23]([C:29]2[C:30]([O:50][CH3:51])=[C:31]([C:36]([CH2:39][S:40]([C:43]3[CH:48]=[CH:47][CH:46]=[C:45]([OH:49])[CH:44]=3)(=[O:42])=[O:41])=[CH:37][CH:38]=2)[C:32]([O:34][CH3:35])=[O:33])=[CH:24]1. (7) Given the reactants [I:1][C:2]1[CH:6]=[CH:5][NH:4][N:3]=1.[H-].[Na+].[F:9][C:10]1[CH:11]=[N:12][CH:13]=[CH:14][C:15]=1F, predict the reaction product. The product is: [F:9][C:10]1[CH:11]=[N:12][CH:13]=[CH:14][C:15]=1[N:4]1[CH:5]=[CH:6][C:2]([I:1])=[N:3]1. (8) Given the reactants [CH3:1][C:2]([CH3:11])([CH2:6][CH2:7][C:8]([OH:10])=[O:9])[C:3]([OH:5])=[O:4].[CH2:12](O)[CH3:13].[C:15]1(C)C=CC=C[CH:16]=1.S(=O)(=O)(O)O, predict the reaction product. The product is: [CH3:1][C:2]([CH3:11])([CH2:6][CH2:7][C:8]([O:10][CH2:12][CH3:13])=[O:9])[C:3]([O:5][CH2:15][CH3:16])=[O:4]. (9) Given the reactants [CH3:1][C:2]1[C:3]([NH:12][C@H:13]2[CH2:17][CH2:16][CH2:15][C@@H:14]2[NH:18][C:19](C2C(N3N=CC=N3)=CC=CN=2)=[O:20])=[N:4][CH:5]=[C:6]([C:8]([F:11])([F:10])[F:9])[N:7]=1.Cl.CN(C1C=NC(C(F)(F)F)=CN=1)[C@H]1CCC[C@@H]1N.[F:51][C:52]1[CH:53]=[CH:54][C:55]([C:61]2[N:66]=[CH:65][CH:64]=[CH:63][N:62]=2)=[C:56]([CH:60]=1)C(O)=O, predict the reaction product. The product is: [F:51][C:52]1[CH:60]=[CH:56][C:55]([C:61]2[N:62]=[CH:63][CH:64]=[CH:65][N:66]=2)=[C:54]([CH:53]=1)[C:19]([NH:18][C@H:14]1[CH2:15][CH2:16][CH2:17][C@@H:13]1[NH:12][C:3]1[C:2]([CH3:1])=[N:7][C:6]([C:8]([F:10])([F:9])[F:11])=[CH:5][N:4]=1)=[O:20].